From a dataset of Full USPTO retrosynthesis dataset with 1.9M reactions from patents (1976-2016). Predict the reactants needed to synthesize the given product. (1) Given the product [NH2:33][CH2:32][CH2:31][CH2:30][O:29][CH2:20][CH2:21][CH2:22][CH2:23][O:24][CH2:25][CH2:26][CH2:27][NH:28][C:2]1[N:7]=[C:6]([S:8][CH3:9])[N:5]=[C:4]([NH:10][C:11]2[CH:19]=[CH:18][C:14]([C:15]([OH:17])=[O:16])=[CH:13][N:12]=2)[CH:3]=1, predict the reactants needed to synthesize it. The reactants are: Cl[C:2]1[N:7]=[C:6]([S:8][CH3:9])[N:5]=[C:4]([NH:10][C:11]2[CH:19]=[CH:18][C:14]([C:15]([OH:17])=[O:16])=[CH:13][N:12]=2)[CH:3]=1.[CH2:20]([O:29][CH2:30][CH2:31][CH2:32][NH2:33])[CH2:21][CH2:22][CH2:23][O:24][CH2:25][CH2:26][CH2:27][NH2:28]. (2) Given the product [Br:22][C:19]1[N:18]=[CH:17][C:16]([O:15][CH2:14][CH:11]2[CH2:12][O:13][C:2]3=[N:6][C:5]([N+:7]([O-:9])=[O:8])=[CH:4][N:3]3[CH2:10]2)=[CH:21][CH:20]=1, predict the reactants needed to synthesize it. The reactants are: Br[C:2]1[N:3]([CH2:10][CH:11]([CH2:14][O:15][C:16]2[CH:17]=[N:18][C:19]([Br:22])=[CH:20][CH:21]=2)[CH2:12][OH:13])[CH:4]=[C:5]([N+:7]([O-:9])=[O:8])[N:6]=1.[H-].[Na+]. (3) Given the product [CH3:12][C:7]([CH3:13])([CH2:8][C:9]([O:11][C@H:33]1[CH2:32][CH2:31][C@@:30]2([CH3:47])[C@@H:35]([CH2:36][CH2:37][C@:38]3([CH3:43])[C@@H:29]2[CH2:28][CH2:27][C@H:26]2[C@@:39]3([CH3:42])[CH2:40][CH2:41][C@@:24]3([CH2:23][CH2:22][NH:21][C:20]([O:19][C:15]([CH3:18])([CH3:17])[CH3:16])=[O:55])[CH2:50][C:49](=[O:51])[C:48]([CH:52]([CH3:53])[CH3:54])=[C:25]32)[C:34]1([CH3:45])[CH3:44])=[O:10])[C:6]([O:5][C:1]([CH3:4])([CH3:2])[CH3:3])=[O:14], predict the reactants needed to synthesize it. The reactants are: [C:1]([O:5][C:6](=[O:14])[C:7]([CH3:13])([CH3:12])[CH2:8][C:9]([OH:11])=[O:10])([CH3:4])([CH3:3])[CH3:2].[C:15]([O:19][C:20](=[O:55])[NH:21][CH2:22][CH2:23][C@:24]12[CH2:50][C:49](=[O:51])[C:48]([CH:52]([CH3:54])[CH3:53])=[C:25]1[C@@H:26]1[C@@:39]([CH3:42])([CH2:40][CH2:41]2)[C@@:38]2([CH3:43])[C@@H:29]([C@:30]3([CH3:47])[C@@H:35]([CH2:36][CH2:37]2)[C:34]([CH3:45])([CH3:44])[C@@H:33](O)[CH2:32][CH2:31]3)[CH2:28][CH2:27]1)([CH3:18])([CH3:17])[CH3:16].[NH4+].[Cl-].CC(=O)OCC.